Dataset: Forward reaction prediction with 1.9M reactions from USPTO patents (1976-2016). Task: Predict the product of the given reaction. Given the reactants B.C1COCC1.[CH2:7]([O:14][CH2:15][CH2:16][N:17]1[CH2:22][CH2:21][CH:20]([CH2:23][CH2:24][CH2:25][C:26]([NH2:28])=O)[CH2:19][CH2:18]1)[C:8]1[CH:13]=[CH:12][CH:11]=[CH:10][CH:9]=1, predict the reaction product. The product is: [CH2:7]([O:14][CH2:15][CH2:16][N:17]1[CH2:22][CH2:21][CH:20]([CH2:23][CH2:24][CH2:25][CH2:26][NH2:28])[CH2:19][CH2:18]1)[C:8]1[CH:9]=[CH:10][CH:11]=[CH:12][CH:13]=1.